This data is from Forward reaction prediction with 1.9M reactions from USPTO patents (1976-2016). The task is: Predict the product of the given reaction. The product is: [O:22]1[CH2:27][CH2:26][O:25][CH2:24][CH:23]1[CH2:28][NH:29][C:19]([C:16]1[CH:15]=[C:14]([CH2:13][O:12][CH2:11][C:2]2[CH:3]=[CH:4][C:5]3[C:10](=[CH:9][CH:8]=[CH:7][CH:6]=3)[CH:1]=2)[O:18][N:17]=1)=[O:21]. Given the reactants [CH:1]1[C:10]2[C:5](=[CH:6][CH:7]=[CH:8][CH:9]=2)[CH:4]=[CH:3][C:2]=1[CH2:11][O:12][CH2:13][C:14]1[O:18][N:17]=[C:16]([C:19]([OH:21])=O)[CH:15]=1.[O:22]1[CH2:27][CH2:26][O:25][CH2:24][CH:23]1[CH2:28][NH2:29].ON1C2C=CC=CC=2N=N1.Cl.C(N=C=NCCCN(C)C)C, predict the reaction product.